Dataset: Forward reaction prediction with 1.9M reactions from USPTO patents (1976-2016). Task: Predict the product of the given reaction. (1) Given the reactants [NH2:1][C:2]1[S:6][CH:5]=[N:4][C:3]=1[C:7]([O:9][CH2:10][CH3:11])=[O:8].[CH3:12][C:13](=O)[CH2:14][CH2:15][C:16](=O)[CH3:17], predict the reaction product. The product is: [CH3:17][C:16]1[N:1]([C:2]2[S:6][CH:5]=[N:4][C:3]=2[C:7]([O:9][CH2:10][CH3:11])=[O:8])[C:13]([CH3:12])=[CH:14][CH:15]=1. (2) Given the reactants [Br:1][C:2]1[CH:10]=[CH:9][C:5]([C:6](O)=[O:7])=[C:4]([F:11])[CH:3]=1.C(Cl)(=O)C([Cl:15])=O, predict the reaction product. The product is: [Br:1][C:2]1[CH:10]=[CH:9][C:5]([C:6]([Cl:15])=[O:7])=[C:4]([F:11])[CH:3]=1. (3) Given the reactants [NH2:1][CH2:2][C@@H:3]1[C@@H:8]([CH3:9])[CH2:7][CH2:6][CH2:5][N:4]1[C:10]([C:12]1[N:13]=[C:14]([CH3:24])[S:15][C:16]=1[C:17]1[CH:22]=[CH:21][C:20]([F:23])=[CH:19][CH:18]=1)=[O:11].Cl[C:26]1[N:31]=[CH:30][C:29]([C:32]([F:35])([F:34])[F:33])=[CH:28][N:27]=1, predict the reaction product. The product is: [F:23][C:20]1[CH:19]=[CH:18][C:17]([C:16]2[S:15][C:14]([CH3:24])=[N:13][C:12]=2[C:10]([N:4]2[CH2:5][CH2:6][CH2:7][C@H:8]([CH3:9])[C@H:3]2[CH2:2][NH:1][C:26]2[N:31]=[CH:30][C:29]([C:32]([F:35])([F:34])[F:33])=[CH:28][N:27]=2)=[O:11])=[CH:22][CH:21]=1. (4) Given the reactants C[O:2][C:3](=[O:39])[C:4]1[CH:9]=[CH:8][C:7]([O:10][C:11]2[CH:16]=[CH:15][C:14]([N:17]([CH:28]3[CH2:33][CH2:32][N:31]([CH:34]([CH3:38])[CH2:35][CH2:36][NH2:37])[CH2:30][CH2:29]3)[CH2:18][C:19]3[CH:24]=[C:23]([C:25]#[N:26])[CH:22]=[CH:21][C:20]=3[F:27])=[CH:13][CH:12]=2)=[CH:6][CH:5]=1.[CH3:40][C:41]1[C:46]([C:47]([OH:49])=O)=[C:45]([CH3:50])[N:44]=[CH:43][N:42]=1, predict the reaction product. The product is: [C:25]([C:23]1[CH:22]=[CH:21][C:20]([F:27])=[C:19]([CH:24]=1)[CH2:18][N:17]([CH:28]1[CH2:29][CH2:30][N:31]([CH:34]([CH3:38])[CH2:35][CH2:36][NH:37][C:47]([C:46]2[C:41]([CH3:40])=[N:42][CH:43]=[N:44][C:45]=2[CH3:50])=[O:49])[CH2:32][CH2:33]1)[C:14]1[CH:13]=[CH:12][C:11]([O:10][C:7]2[CH:6]=[CH:5][C:4]([C:3]([OH:39])=[O:2])=[CH:9][CH:8]=2)=[CH:16][CH:15]=1)#[N:26]. (5) Given the reactants [CH3:1][N:2]1[C:6]2[CH:7]=[CH:8][C:9]([N:11]3[CH:16]=[C:15]([C:17]#[N:18])[C:14](=[O:19])[NH:13][C:12]3=[O:20])=[CH:10][C:5]=2[N:4]([CH3:21])[C:3]1=[O:22].[Cl:23][C:24]1[CH:32]=[CH:31][CH:30]=[C:29]2[C:25]=1[CH2:26][CH2:27][CH:28]2O.C1(P(C2C=CC=CC=2)C2C=CC=CC=2)C=CC=CC=1.N(C(OC(C)C)=O)=NC(OC(C)C)=O.Cl, predict the reaction product. The product is: [Cl:23][C:24]1[CH:32]=[CH:31][CH:30]=[C:29]2[C:25]=1[CH2:26][CH2:27][CH:28]2[N:13]1[C:14](=[O:19])[C:15]([C:17]#[N:18])=[CH:16][N:11]([C:9]2[CH:8]=[CH:7][C:6]3[N:2]([CH3:1])[C:3](=[O:22])[N:4]([CH3:21])[C:5]=3[CH:10]=2)[C:12]1=[O:20]. (6) Given the reactants [Cl:1][C:2]1[C:3]([N:8]2[C:12](C(Cl)(Cl)Cl)=[CH:11][C:10]([CH2:17][OH:18])=[N:9]2)=[N:4][CH:5]=[CH:6][CH:7]=1.OS(O)(=O)=O.[C:24]([O-:27])(O)=[O:25].[Na+], predict the reaction product. The product is: [Cl:1][C:2]1[C:3]([N:8]2[C:12]([C:24]([OH:27])=[O:25])=[CH:11][C:10]([CH2:17][OH:18])=[N:9]2)=[N:4][CH:5]=[CH:6][CH:7]=1. (7) Given the reactants [NH2:1][C:2]1[C:3]([F:13])=[C:4]([C:9]([F:12])=[CH:10][CH:11]=1)[C:5]([O:7][CH3:8])=[O:6].N1C=CC=CC=1.[CH3:20][S:21](Cl)(=[O:23])=[O:22], predict the reaction product. The product is: [F:13][C:3]1[C:2]([NH:1][S:21]([CH3:20])(=[O:23])=[O:22])=[CH:11][CH:10]=[C:9]([F:12])[C:4]=1[C:5]([O:7][CH3:8])=[O:6].